From a dataset of Forward reaction prediction with 1.9M reactions from USPTO patents (1976-2016). Predict the product of the given reaction. (1) Given the reactants [N:1]1([CH2:5][CH2:6][CH2:7][N:8]2[C:16]([O:17][CH3:18])=[N:15][C:14]3[C:9]2=[N:10][C:11]([O:20][CH2:21][CH2:22][CH2:23][CH3:24])=[N:12][C:13]=3[NH2:19])[CH2:4][CH2:3][CH2:2]1.F[C:26](F)(F)C(O)=O.C(OC1NC(N)=C2C(N=1)=NC(OC)=N2)CCC.BrCCCBr.N1CCCC1, predict the reaction product. The product is: [CH2:21]([O:20][C:11]1[N:10]=[C:9]2[C:14]([N:15]=[C:16]([O:17][CH3:18])[N:8]2[CH2:7][CH2:6][CH2:5][N:1]2[CH2:2][CH2:26][CH2:3][CH2:4]2)=[C:13]([NH2:19])[N:12]=1)[CH2:22][CH2:23][CH3:24]. (2) Given the reactants C(OC[N:10]1[C:18]2[C:17]([O:19]C(C)(C)C)=[N:16][CH:15]=[N:14][C:13]=2[C:12]([CH2:24][NH:25][C:26]([CH2:31][S:32][CH3:33])([CH2:29][OH:30])[CH2:27][OH:28])=[CH:11]1)C1C=CC=CC=1.Cl, predict the reaction product. The product is: [OH:28][CH2:27][C:26]([NH:25][CH2:24][C:12]1[C:13]2[N:14]=[CH:15][NH:16][C:17](=[O:19])[C:18]=2[NH:10][CH:11]=1)([CH2:31][S:32][CH3:33])[CH2:29][OH:30]. (3) Given the reactants COC(C1C(C)=CC(C2C=CC=C(C(F)(F)F)C=2)=CN=1)=O.ClC1C=C([C:30]2[CH:31]=[C:32]([CH3:49])[C:33]([C:36]([N:38]3[CH2:43][CH2:42][CH:41]([N:44]4[CH2:48][CH2:47][CH2:46][CH2:45]4)[CH2:40][CH2:39]3)=[O:37])=[N:34][CH:35]=2)C=CC=1Cl.[F:50][C:51]1[CH:56]=[CH:55][C:54](B(O)O)=[CH:53][C:52]=1[C:60]([F:63])([F:62])[F:61].C(=O)([O-])[O-].[Na+].[Na+], predict the reaction product. The product is: [F:50][C:51]1[CH:56]=[CH:55][C:54]([C:30]2[CH:31]=[C:32]([CH3:49])[C:33]([C:36]([N:38]3[CH2:39][CH2:40][CH:41]([N:44]4[CH2:48][CH2:47][CH2:46][CH2:45]4)[CH2:42][CH2:43]3)=[O:37])=[N:34][CH:35]=2)=[CH:53][C:52]=1[C:60]([F:63])([F:62])[F:61]. (4) Given the reactants C([O:9][C@H:10]1[C@H:14]([O:15][C:16]2[N:21]=[CH:20][CH:19]=[CH:18][N:17]=2)[CH2:13][N:12]([C:22]2[CH:23]=[N:24][N:25]3[CH2:30][C@H:29]([CH3:31])[N:28]([C:32]([O:34][C:35]([CH3:38])([CH3:37])[CH3:36])=[O:33])[CH2:27][C:26]=23)[C:11]1=[O:39])(=O)C1C=CC=CC=1.C[O-].[Na+], predict the reaction product. The product is: [OH:9][C@H:10]1[C@H:14]([O:15][C:16]2[N:21]=[CH:20][CH:19]=[CH:18][N:17]=2)[CH2:13][N:12]([C:22]2[CH:23]=[N:24][N:25]3[CH2:30][C@H:29]([CH3:31])[N:28]([C:32]([O:34][C:35]([CH3:38])([CH3:37])[CH3:36])=[O:33])[CH2:27][C:26]=23)[C:11]1=[O:39]. (5) The product is: [Cl:33][C:30]1[CH:29]=[CH:28][C:27]([C:23]2[CH:24]=[CH:25][CH:26]=[C:21]([CH2:20][O:16][C:13]3[CH:12]=[CH:11][C:10]([CH2:9][CH2:8][CH2:7][CH2:6][N:1]4[CH:5]=[CH:4][N:3]=[N:2]4)=[CH:15][CH:14]=3)[N:22]=2)=[CH:32][CH:31]=1. Given the reactants [N:1]1([CH2:6][CH2:7][CH2:8][CH2:9][C:10]2[CH:15]=[CH:14][C:13]([OH:16])=[CH:12][CH:11]=2)[CH:5]=[CH:4][N:3]=[N:2]1.[H-].[Na+].Cl[CH2:20][C:21]1[CH:26]=[CH:25][CH:24]=[C:23]([C:27]2[CH:32]=[CH:31][C:30]([Cl:33])=[CH:29][CH:28]=2)[N:22]=1.O, predict the reaction product. (6) Given the reactants [Si]([O:8][CH2:9][CH2:10][C:11]([C:14]1[C:19]([CH3:20])=[CH:18][C:17]([CH3:21])=[CH:16][C:15]=1[C:22](=[O:32])[CH:23]([C:25]([O:27][C:28]([CH3:31])([CH3:30])[CH3:29])=[O:26])[NH2:24])([CH3:13])[CH3:12])(C(C)(C)C)(C)C.C1COCC1.O, predict the reaction product. The product is: [C:25]([CH:23]([C:22]([C:15]1[CH:16]=[C:17]([CH3:21])[CH:18]=[C:19]([CH3:20])[C:14]=1[C:11]([CH3:13])([CH3:12])[CH2:10][CH2:9][OH:8])=[O:32])[NH2:24])([O:27][C:28]([CH3:31])([CH3:30])[CH3:29])=[O:26]. (7) Given the reactants [CH3:1][C:2]1[S:3][CH:4]=[C:5](/[CH:7]=[CH:8]/[C:9]2[C:10]([O:20]COC)=[N:11][N:12]([C:14]3[CH:19]=[CH:18][CH:17]=[CH:16][CH:15]=3)[CH:13]=2)[N:6]=1.[ClH:24], predict the reaction product. The product is: [ClH:24].[CH3:1][C:2]1[S:3][CH:4]=[C:5](/[CH:7]=[CH:8]/[C:9]2[C:10]([OH:20])=[N:11][N:12]([C:14]3[CH:19]=[CH:18][CH:17]=[CH:16][CH:15]=3)[CH:13]=2)[N:6]=1.